Dataset: Catalyst prediction with 721,799 reactions and 888 catalyst types from USPTO. Task: Predict which catalyst facilitates the given reaction. (1) Reactant: Br[C:2]1[CH:3]=[C:4]([CH:8]=[CH:9][CH:10]=1)[CH2:5][CH2:6][OH:7].[S:11]1[CH:15]=[CH:14][CH:13]=[C:12]1B(O)O.C([O-])(O)=O.[Na+]. Product: [S:11]1[CH:15]=[CH:14][CH:13]=[C:12]1[CH:5]([C:4]1[CH:8]=[CH:9][CH:10]=[CH:2][CH:3]=1)[CH2:6][OH:7]. The catalyst class is: 57. (2) Reactant: Br[C:2]1[C:3]([CH3:11])=[N:4][C:5]([N+:8]([O-:10])=[O:9])=[CH:6][CH:7]=1.C([O-])([O-])=O.[K+].[K+].[Cl:18][C:19]1[CH:24]=[C:23]([OH:25])[CH:22]=[CH:21][N:20]=1.O. Product: [Cl:18][C:19]1[CH:24]=[C:23]([O:25][C:2]2[C:3]([CH3:11])=[N:4][C:5]([N+:8]([O-:10])=[O:9])=[CH:6][CH:7]=2)[CH:22]=[CH:21][N:20]=1. The catalyst class is: 31. (3) Reactant: [CH3:1][C:2]1[N:3]=[CH:4][S:5][C:6]=1[C:7]([OH:9])=O.O1CCCC1.C(Cl)(=O)C(Cl)=O.[NH2:21][C:22]1[CH:23]=[C:24]([CH:41]=[CH:42][C:43]=1[CH3:44])[O:25][C:26]1[CH:27]=[CH:28][C:29]2[N:30]([CH:32]=[C:33]([NH:35][C:36]([CH:38]3[CH2:40][CH2:39]3)=[O:37])[N:34]=2)[N:31]=1. Product: [CH:38]1([C:36]([NH:35][C:33]2[N:34]=[C:29]3[CH:28]=[CH:27][C:26]([O:25][C:24]4[CH:41]=[CH:42][C:43]([CH3:44])=[C:22]([NH:21][C:7]([C:6]5[S:5][CH:4]=[N:3][C:2]=5[CH3:1])=[O:9])[CH:23]=4)=[N:31][N:30]3[CH:32]=2)=[O:37])[CH2:39][CH2:40]1. The catalyst class is: 402. (4) Reactant: [CH3:1][N:2]([CH3:17])/[CH:3]=[CH:4]/[C:5]1[CH:6]=[C:7]2[CH:16]=[CH:15][NH:14][N:8]2[C:9](=[O:13])[C:10]=1[C:11]#[N:12]. Product: [CH3:17][N:2]([CH3:1])[CH2:3][CH2:4][C:5]1[CH:6]=[C:7]2[CH:16]=[CH:15][NH:14][N:8]2[C:9](=[O:13])[C:10]=1[C:11]#[N:12]. The catalyst class is: 19.